From a dataset of Reaction yield outcomes from USPTO patents with 853,638 reactions. Predict the reaction yield, written as a fraction of the theoretical maximum amount of product (1.0 means a 100% yield; for example, 0.34 means a 34% yield). (1) The reactants are [Br:1][C:2]1[CH:3]=[C:4]([CH:7]=[C:8](F)[CH:9]=1)[C:5]#[N:6].[NH:11]1[CH2:16][CH2:15][O:14][CH2:13][CH2:12]1. No catalyst specified. The product is [Br:1][C:2]1[CH:3]=[C:4]([CH:7]=[C:8]([N:11]2[CH2:16][CH2:15][O:14][CH2:13][CH2:12]2)[CH:9]=1)[C:5]#[N:6]. The yield is 0.810. (2) The reactants are [Br:1][C:2]1[CH:10]=[C:9](/[CH:11]=[CH:12]/[CH:13]([C:18]2[CH:23]=[C:22]([Cl:24])[C:21]([F:25])=[C:20]([Cl:26])[CH:19]=2)[C:14]([F:17])([F:16])[F:15])[CH:8]=[CH:7][C:3]=1[C:4](O)=[O:5].[NH2:27][CH2:28][C:29]([NH:31][CH2:32][C:33]([F:36])([F:35])[F:34])=[O:30].C1CN([P+](ON2N=NC3C=CC=CC2=3)(N2CCCC2)N2CCCC2)CC1.F[P-](F)(F)(F)(F)F.CCN(C(C)C)C(C)C. The catalyst is C(Cl)Cl.O. The product is [Br:1][C:2]1[CH:10]=[C:9](/[CH:11]=[CH:12]/[CH:13]([C:18]2[CH:19]=[C:20]([Cl:26])[C:21]([F:25])=[C:22]([Cl:24])[CH:23]=2)[C:14]([F:17])([F:16])[F:15])[CH:8]=[CH:7][C:3]=1[C:4]([NH:27][CH2:28][C:29](=[O:30])[NH:31][CH2:32][C:33]([F:36])([F:35])[F:34])=[O:5]. The yield is 0.310. (3) The reactants are [F:1][C:2]1[CH:7]=[CH:6][C:5]([C:8]2[CH:16]=[CH:15][CH:14]=[C:13]3[C:9]=2[CH2:10][C:11](=[O:17])[NH:12]3)=[CH:4][CH:3]=1.[CH2:18]([N:20]([CH2:34][CH3:35])[CH2:21][CH2:22][NH:23][C:24]([C:26]1[C:30]([CH3:31])=[C:29]([CH:32]=O)[NH:28][CH:27]=1)=[O:25])[CH3:19]. The catalyst is C(O)C.N1CCCCC1. The product is [CH2:34]([N:20]([CH2:18][CH3:19])[CH2:21][CH2:22][NH:23][C:24]([C:26]1[C:30]([CH3:31])=[C:29]([CH:32]=[C:10]2[C:9]3[C:13](=[CH:14][CH:15]=[CH:16][C:8]=3[C:5]3[CH:4]=[CH:3][C:2]([F:1])=[CH:7][CH:6]=3)[NH:12][C:11]2=[O:17])[NH:28][CH:27]=1)=[O:25])[CH3:35]. The yield is 0.860. (4) The reactants are [CH2:1]([O:8][CH:9]1[CH2:14][CH2:13][CH:12]([O:15][CH2:16][CH:17]([C:19]2[CH:24]=[CH:23][CH:22]=[CH:21][CH:20]=2)[OH:18])[CH:11]([F:25])[CH2:10]1)[C:2]1[CH:7]=[CH:6][CH:5]=[CH:4][CH:3]=1.C(N(C(C)C)CC)(C)C.[Si:35](OS(C(F)(F)F)(=O)=O)([C:38]([CH3:41])([CH3:40])[CH3:39])([CH3:37])[CH3:36].O. The catalyst is ClCCl. The product is [CH2:1]([O:8][CH:9]1[CH2:14][CH2:13][CH:12]([O:15][CH2:16][CH:17]([C:19]2[CH:24]=[CH:23][CH:22]=[CH:21][CH:20]=2)[O:18][Si:35]([C:38]([CH3:41])([CH3:40])[CH3:39])([CH3:37])[CH3:36])[CH:11]([F:25])[CH2:10]1)[C:2]1[CH:3]=[CH:4][CH:5]=[CH:6][CH:7]=1. The yield is 1.00. (5) The reactants are F[C:2]1[N:29]=[CH:28][C:27]([CH3:30])=[CH:26][C:3]=1[C:4]([C:6]1[N:11]=[C:10]([N:12]2[CH2:18][CH2:17][CH2:16][N:15]([C:19]([O:21][C:22]([CH3:25])([CH3:24])[CH3:23])=[O:20])[CH2:14][CH2:13]2)[CH:9]=[CH:8][CH:7]=1)=[O:5].[OH-].[NH4+:32]. No catalyst specified. The product is [NH2:32][C:2]1[N:29]=[CH:28][C:27]([CH3:30])=[CH:26][C:3]=1[C:4]([C:6]1[N:11]=[C:10]([N:12]2[CH2:18][CH2:17][CH2:16][N:15]([C:19]([O:21][C:22]([CH3:25])([CH3:24])[CH3:23])=[O:20])[CH2:14][CH2:13]2)[CH:9]=[CH:8][CH:7]=1)=[O:5]. The yield is 0.180. (6) The reactants are [F:1][C:2]1[CH:7]=[C:6]([C:8]([OH:11])([CH3:10])[CH3:9])[CH:5]=[CH:4][C:3]=1[CH:12]([N:14]1C(=O)C2C(=CC=CC=2)C1=O)[CH3:13].O.NN. The catalyst is CO. The product is [NH2:14][CH:12]([C:3]1[CH:4]=[CH:5][C:6]([C:8]([OH:11])([CH3:9])[CH3:10])=[CH:7][C:2]=1[F:1])[CH3:13]. The yield is 1.00. (7) The reactants are [F:1][C:2]([F:22])([CH2:8][C:9]1[CH:14]=[CH:13][C:12]([N+:15]([O-])=O)=[CH:11][C:10]=1[C:18]([F:21])([F:20])[F:19])[C:3]([O:5][CH2:6][CH3:7])=[O:4].CC(=O)OCC. The catalyst is CO.[Pd]. The product is [NH2:15][C:12]1[CH:13]=[CH:14][C:9]([CH2:8][C:2]([F:1])([F:22])[C:3]([O:5][CH2:6][CH3:7])=[O:4])=[C:10]([C:18]([F:19])([F:20])[F:21])[CH:11]=1. The yield is 0.850.